This data is from Forward reaction prediction with 1.9M reactions from USPTO patents (1976-2016). The task is: Predict the product of the given reaction. (1) Given the reactants [C:1]([OH:18])(=[O:17])[C:2]1[C:3](=[CH:7][C:8](=[C:12]([CH:16]=1)[C:13]([OH:15])=[O:14])[C:9]([OH:11])=[O:10])[C:4]([OH:6])=[O:5].[CH2:19](O)[CH2:20][CH2:21][CH2:22][CH2:23][CH2:24][CH2:25][CH3:26], predict the reaction product. The product is: [CH2:19]([O:14][C:13](=[O:15])[C:12]1[C:8](=[CH:7][C:3](=[C:2]([CH:16]=1)[C:1]([O:18][CH2:9][CH2:8][CH2:7][CH2:3][CH2:2][CH2:16][CH2:12][CH3:13])=[O:17])[C:4]([O:6][CH2:19][CH2:20][CH2:21][CH2:22][CH2:23][CH2:24][CH2:25][CH3:26])=[O:5])[C:9]([O:11][CH2:19][CH2:20][CH2:21][CH2:22][CH2:23][CH2:24][CH2:25][CH3:26])=[O:10])[CH2:20][CH2:21][CH2:22][CH2:23][CH2:24][CH2:25][CH3:26]. (2) Given the reactants [Cl:1][C:2]1[S:6][C:5]([C:7]([O:9][CH3:10])=[O:8])=[CH:4][C:3]=1I.C([O-])([O-])=O.[K+].[K+].CC1(C)COB([C:25]2[N:29]([CH3:30])[N:28]=[CH:27][CH:26]=2)OC1, predict the reaction product. The product is: [Cl:1][C:2]1[S:6][C:5]([C:7]([O:9][CH3:10])=[O:8])=[CH:4][C:3]=1[C:25]1[N:29]([CH3:30])[N:28]=[CH:27][CH:26]=1. (3) The product is: [CH3:17][CH:12]1[C:11]2[N:10]=[N:9][N:8]([C:4]3[CH:3]=[C:2]([CH3:1])[CH:7]=[CH:6][N:5]=3)[C:16]=2[CH2:15][CH2:14][N:13]1[C:40]([C:39]1[CH:43]=[CH:44][CH:45]=[C:37]([O:36][C:35]([F:47])([F:46])[F:34])[CH:38]=1)=[O:41]. Given the reactants [CH3:1][C:2]1[CH:7]=[CH:6][N:5]=[C:4]([N:8]2[C:16]3[CH:15]=[CH:14][N:13]=[CH:12][C:11]=3[N:10]=[N:9]2)[CH:3]=1.[CH3:17]C1C(N2C3C=CN=CC=3N=N2)=NC=C(C)C=1.[F:34][C:35]([F:47])([F:46])[O:36][C:37]1[CH:38]=[C:39]([CH:43]=[CH:44][CH:45]=1)[C:40](O)=[O:41].ClC1C(C(F)(F)F)=CC=CC=1C(Cl)=O, predict the reaction product. (4) Given the reactants [CH3:1][O:2][C:3]([C:5]1[S:6][C:7]([S:21][CH3:22])=[C:8]([S:10]([C:13]2[CH:14]=[N:15][C:16](Cl)=[C:17]([Br:19])[CH:18]=2)(=[O:12])=[O:11])[CH:9]=1)=[O:4].[NH2:23][CH2:24][C:25]1[CH:26]=[N:27][CH:28]=[CH:29][CH:30]=1.C1COCC1, predict the reaction product. The product is: [CH3:1][O:2][C:3]([C:5]1[S:6][C:7]([S:21][CH3:22])=[C:8]([S:10]([C:13]2[CH:14]=[N:15][C:16]([NH:23][CH2:24][C:25]3[CH:26]=[N:27][CH:28]=[CH:29][CH:30]=3)=[C:17]([Br:19])[CH:18]=2)(=[O:12])=[O:11])[CH:9]=1)=[O:4].